Predict the reaction yield, written as a fraction of the theoretical maximum amount of product (1.0 means a 100% yield; for example, 0.34 means a 34% yield). From a dataset of Reaction yield outcomes from USPTO patents with 853,638 reactions. (1) The reactants are Cl.[F:2][C:3]1[CH:8]=[CH:7][C:6]([NH:9][NH2:10])=[CH:5][CH:4]=1.O.[CH:12]([CH:14]=O)=[O:13]. The catalyst is C(O)(=O)C. The product is [F:2][C:3]1[CH:8]=[CH:7][C:6]([NH:9]/[N:10]=[CH:14]/[CH:12]=[O:13])=[CH:5][CH:4]=1. The yield is 0.980. (2) The reactants are [Cl:1][S:2]([OH:5])(=O)=[O:3].[CH:6]1[CH:11]=[CH:10][C:9]([CH2:12][N:13]2[C:22](=[O:23])[C:21]3[C:16](=[CH:17][CH:18]=[CH:19][CH:20]=3)[C:14]2=[O:15])=[CH:8][CH:7]=1. No catalyst specified. The product is [O:23]=[C:22]1[C:21]2[C:16](=[CH:17][CH:18]=[CH:19][CH:20]=2)[C:14](=[O:15])[N:13]1[CH2:12][C:9]1[CH:8]=[CH:7][C:6]([S:2]([Cl:1])(=[O:5])=[O:3])=[CH:11][CH:10]=1. The yield is 0.730.